Dataset: Full USPTO retrosynthesis dataset with 1.9M reactions from patents (1976-2016). Task: Predict the reactants needed to synthesize the given product. (1) Given the product [ClH:18].[CH2:1]([O:4][C:5]1[CH:12]=[CH:11][C:8]([CH:9]=[N:17][NH:16][C:13]([NH2:15])=[NH:14])=[CH:7][CH:6]=1)[CH2:2][CH3:3], predict the reactants needed to synthesize it. The reactants are: [CH2:1]([O:4][C:5]1[CH:12]=[CH:11][C:8]([CH:9]=O)=[CH:7][CH:6]=1)[CH2:2][CH3:3].[C:13]([NH:16][NH2:17])([NH2:15])=[NH:14].[ClH:18]. (2) Given the product [CH3:31][N:32]1[CH2:36][CH2:35][CH:34]([N:37]2[CH:41]=[C:40]([NH:42][C:2]3[N:10]=[C:9]4[C:5]([N:6]=[CH:7][N:8]4[CH2:11][O:12][CH2:13][CH2:14][Si:15]([CH3:18])([CH3:17])[CH3:16])=[C:4]([O:19][C:20]4[CH:21]=[C:22]([NH:26][C:27](=[O:30])[CH:28]=[CH2:29])[CH:23]=[CH:24][CH:25]=4)[N:3]=3)[CH:39]=[N:38]2)[CH2:33]1, predict the reactants needed to synthesize it. The reactants are: Cl[C:2]1[N:10]=[C:9]2[C:5]([N:6]=[CH:7][N:8]2[CH2:11][O:12][CH2:13][CH2:14][Si:15]([CH3:18])([CH3:17])[CH3:16])=[C:4]([O:19][C:20]2[CH:21]=[C:22]([NH:26][C:27](=[O:30])[CH:28]=[CH2:29])[CH:23]=[CH:24][CH:25]=2)[N:3]=1.[CH3:31][N:32]1[CH2:36][CH2:35][CH:34]([N:37]2[CH:41]=[C:40]([NH2:42])[CH:39]=[N:38]2)[CH2:33]1.CC1(C)C2C(=C(P(C3C=CC=CC=3)C3C=CC=CC=3)C=CC=2)OC2C(P(C3C=CC=CC=3)C3C=CC=CC=3)=CC=CC1=2.C(=O)([O-])[O-].[Cs+].[Cs+]. (3) Given the product [CH3:12][N:13]1[CH:17]=[C:16]([C:18]2[CH:19]=[CH:20][C:21]3[N:22]([C:24]([S:27][C:2]4[CH:3]=[C:4]5[C:9](=[CH:10][CH:11]=4)[N:8]=[CH:7][CH:6]=[CH:5]5)=[N:25][N:26]=3)[CH:23]=2)[CH:15]=[N:14]1, predict the reactants needed to synthesize it. The reactants are: Br[C:2]1[CH:3]=[C:4]2[C:9](=[CH:10][CH:11]=1)[N:8]=[CH:7][CH:6]=[CH:5]2.[CH3:12][N:13]1[CH:17]=[C:16]([C:18]2[CH:19]=[CH:20][C:21]3[N:22]([C:24]([SH:27])=[N:25][N:26]=3)[CH:23]=2)[CH:15]=[N:14]1.CC1(C)C2C(=C(P(C3C=CC=CC=3)C3C=CC=CC=3)C=CC=2)OC2C(P(C3C=CC=CC=3)C3C=CC=CC=3)=CC=CC1=2.CCN(C(C)C)C(C)C. (4) Given the product [CH:1]([N:4]1[C:5]2[C:6](=[CH:7][CH:8]=[C:9]([CH3:11])[CH:10]=2)[NH:12][C:30](=[O:31])[CH2:29]1)([CH3:3])[CH3:2], predict the reactants needed to synthesize it. The reactants are: [CH:1]([NH:4][C:5]1[C:6]([NH2:12])=[CH:7][CH:8]=[C:9]([CH3:11])[CH:10]=1)([CH3:3])[CH3:2].C1(N=C=NC2CCCCC2)CCCCC1.Br[CH2:29][C:30](O)=[O:31].C(=O)([O-])[O-].[K+].[K+]. (5) Given the product [F:1][C:2]([F:10])([F:9])[C@@:3]([OH:8])([CH3:7])[C:4]([O:6][CH2:17][C:18]1[CH:23]=[CH:22][CH:21]=[CH:20][CH:19]=1)=[O:5], predict the reactants needed to synthesize it. The reactants are: [F:1][C:2]([F:10])([F:9])[C@@:3]([OH:8])([CH3:7])[C:4]([OH:6])=[O:5].C(=O)([O-])[O-].[K+].[K+].[CH2:17](Br)[C:18]1[CH:23]=[CH:22][CH:21]=[CH:20][CH:19]=1.O. (6) Given the product [C:1]([O:5][C:6](=[O:21])[NH:7][C@:8]([CH2:19][OH:20])([CH3:18])[CH2:9][CH2:10][C:11]1[CH:16]=[CH:15][C:14]([O:17][CH2:28][CH2:29][CH2:30][CH2:31][CH2:32][CH2:33][CH3:34])=[CH:13][CH:12]=1)([CH3:4])([CH3:2])[CH3:3], predict the reactants needed to synthesize it. The reactants are: [C:1]([O:5][C:6](=[O:21])[NH:7][C@:8]([CH2:19][OH:20])([CH3:18])[CH2:9][CH2:10][C:11]1[CH:16]=[CH:15][C:14]([OH:17])=[CH:13][CH:12]=1)([CH3:4])([CH3:3])[CH3:2].C(=O)([O-])[O-].[K+].[K+].[CH2:28](OS(C)(=O)=O)[CH2:29][CH2:30][CH2:31][CH2:32][CH2:33][CH3:34].Cl. (7) Given the product [F:35][C:32]([F:33])([F:34])[C:28]1[CH:27]=[C:26]([CH:31]=[CH:30][CH:29]=1)[C:25]([NH:24][CH2:23][C:21]([NH:20][CH:18]1[CH2:19][N:16]([CH:2]2[CH2:7][CH2:6][CH:5]([C:8]3[S:12][C:11]([C:13]([OH:15])=[O:14])=[N:10][CH:9]=3)[CH2:4][CH2:3]2)[CH2:17]1)=[O:22])=[O:36], predict the reactants needed to synthesize it. The reactants are: O=[C:2]1[CH2:7][CH2:6][CH:5]([C:8]2[S:12][C:11]([C:13]([OH:15])=[O:14])=[N:10][CH:9]=2)[CH2:4][CH2:3]1.[NH:16]1[CH2:19][CH:18]([NH:20][C:21]([CH2:23][NH:24][C:25](=[O:36])[C:26]2[CH:31]=[CH:30][CH:29]=[C:28]([C:32]([F:35])([F:34])[F:33])[CH:27]=2)=[O:22])[CH2:17]1. (8) Given the product [Cl:12][C:13]1[C:18]([N:19]2[CH2:20][CH2:21][CH:22]([C:25]3[CH:30]=[CH:29][CH:28]=[CH:27][C:26]=3[Cl:31])[CH2:23][CH2:24]2)=[CH:17][N:16]=[N:15][C:14]=1[NH:32][NH:33][C:9](=[O:11])[CH2:8][CH:5]1[CH2:6][CH2:7]1, predict the reactants needed to synthesize it. The reactants are: S(Cl)(Cl)=O.[CH:5]1([CH2:8][C:9]([OH:11])=O)[CH2:7][CH2:6]1.[Cl:12][C:13]1[C:18]([N:19]2[CH2:24][CH2:23][CH:22]([C:25]3[CH:30]=[CH:29][CH:28]=[CH:27][C:26]=3[Cl:31])[CH2:21][CH2:20]2)=[CH:17][N:16]=[N:15][C:14]=1[NH:32][NH2:33].C(=O)(O)[O-].[Na+]. (9) Given the product [Cl:17][C:18]1[CH:23]=[CH:22][C:21]([C@H:24]2[C@H:29]([OH:30])[C@@H:28]([OH:31])[C@H:27]([OH:32])[C@@H:26]([CH2:33][OH:34])[O:25]2)=[CH:20][C:19]=1[CH2:37][C:38]1[CH:39]=[CH:40][C:41]([O:44][CH2:45][CH3:46])=[CH:42][CH:43]=1, predict the reactants needed to synthesize it. The reactants are: C([SiH](CC)CC)C.B(F)(F)F.CCOCC.[Cl:17][C:18]1[CH:23]=[CH:22][C:21]([C@@:24]2(OC)[C@H:29]([OH:30])[C@@H:28]([OH:31])[C@H:27]([OH:32])[C@@H:26]([CH2:33][OH:34])[O:25]2)=[CH:20][C:19]=1[CH2:37][C:38]1[CH:43]=[CH:42][C:41]([O:44][CH2:45][CH3:46])=[CH:40][CH:39]=1. (10) Given the product [Br:21][C:22]1[CH:27]=[C:26]([CH3:28])[C:25]([O:29][C:2]2[CH:19]=[C:6]3[C:7]4[C:12]([CH2:13][CH2:14][N:5]3[C:4](=[O:20])[N:3]=2)=[CH:11][C:10]([O:15][CH3:16])=[C:9]([O:17][CH3:18])[CH:8]=4)=[C:24]([CH3:30])[CH:23]=1, predict the reactants needed to synthesize it. The reactants are: Cl[C:2]1[CH:19]=[C:6]2[C:7]3[C:12]([CH2:13][CH2:14][N:5]2[C:4](=[O:20])[N:3]=1)=[CH:11][C:10]([O:15][CH3:16])=[C:9]([O:17][CH3:18])[CH:8]=3.[Br:21][C:22]1[CH:27]=[C:26]([CH3:28])[C:25]([OH:29])=[C:24]([CH3:30])[CH:23]=1.C(=O)([O-])[O-].[K+].[K+].C(OCC)(=O)C.